This data is from Full USPTO retrosynthesis dataset with 1.9M reactions from patents (1976-2016). The task is: Predict the reactants needed to synthesize the given product. (1) Given the product [CH2:28]([O:30][C:31]([CH2:32][NH:33][C:1]([C:4]1[CH:5]=[C:6]([NH:10]/[C:11](=[C:18]2\[C:19](=[O:27])[NH:20][C:21]3[C:26]\2=[CH:25][CH:24]=[CH:23][CH:22]=3)/[C:12]2[CH:17]=[CH:16][CH:15]=[CH:14][CH:13]=2)[CH:7]=[CH:8][CH:9]=1)=[O:2])=[O:34])[CH3:29], predict the reactants needed to synthesize it. The reactants are: [C:1]([C:4]1[CH:5]=[C:6]([NH:10]/[C:11](=[C:18]2\[C:19](=[O:27])[NH:20][C:21]3[C:26]\2=[CH:25][CH:24]=[CH:23][CH:22]=3)/[C:12]2[CH:17]=[CH:16][CH:15]=[CH:14][CH:13]=2)[CH:7]=[CH:8][CH:9]=1)(O)=[O:2].[CH2:28]([O:30][C:31](=[O:34])[CH2:32][NH2:33])[CH3:29].CN(C(ON1N=NC2C=CC=CC1=2)=[N+](C)C)C.[B-](F)(F)(F)F.C1C=CC2N(O)N=NC=2C=1. (2) Given the product [Cl:1][C:2]1[N:11]=[C:10]([O:20][C:17]2[CH:18]=[CH:19][C:14]([Cl:13])=[CH:15][CH:16]=2)[CH:9]=[CH:8][C:3]=1[C:4]([O:6][CH3:7])=[O:5], predict the reactants needed to synthesize it. The reactants are: [Cl:1][C:2]1[N:11]=[C:10](Cl)[CH:9]=[CH:8][C:3]=1[C:4]([O:6][CH3:7])=[O:5].[Cl:13][C:14]1[CH:19]=[CH:18][C:17]([OH:20])=[CH:16][CH:15]=1.C(=O)([O-])[O-].[Cs+].[Cs+].O. (3) Given the product [O:1]=[C:2]1[N:6]([CH2:30][CH2:31][N:32]2[CH2:36][CH2:35][CH2:34][CH2:33]2)[C:5](=[O:7])[C:4](=[CH:8][C:9]2[CH:27]=[CH:26][C:12]([O:13][C:14]3[CH:21]=[CH:20][C:17]([C:18]#[N:19])=[CH:16][C:15]=3[C:22]([F:25])([F:23])[F:24])=[C:11]([F:28])[CH:10]=2)[S:3]1, predict the reactants needed to synthesize it. The reactants are: [O:1]=[C:2]1[NH:6][C:5](=[O:7])[C:4](=[CH:8][C:9]2[CH:27]=[CH:26][C:12]([O:13][C:14]3[CH:21]=[CH:20][C:17]([C:18]#[N:19])=[CH:16][C:15]=3[C:22]([F:25])([F:24])[F:23])=[C:11]([F:28])[CH:10]=2)[S:3]1.Cl[CH2:30][CH2:31][N:32]1[CH2:36][CH2:35][CH2:34][CH2:33]1. (4) Given the product [Br:1][C:2]1[CH:5]=[N:7][C:8]2[N:9]([N:10]=[CH:11][CH:12]=2)[CH:3]=1, predict the reactants needed to synthesize it. The reactants are: [Br:1][CH:2]([CH:5]=O)[CH:3]=O.[NH2:7][C:8]1[CH:12]=[CH:11][NH:10][N:9]=1. (5) Given the product [N:9]1[CH:14]=[CH:13][CH:12]=[C:11]([CH2:15][N:1]2[CH2:6][CH2:5][C:4](=[O:7])[CH2:3][CH2:2]2)[CH:10]=1, predict the reactants needed to synthesize it. The reactants are: [NH:1]1[CH2:6][CH2:5][C:4](=[O:7])[CH2:3][CH2:2]1.Cl.[N:9]1[CH:14]=[CH:13][CH:12]=[C:11]([CH2:15]Cl)[CH:10]=1. (6) Given the product [CH3:7][O:6][CH2:3][O:5][C@H:12]([CH:11]=[CH2:10])[CH2:13][OH:9], predict the reactants needed to synthesize it. The reactants are: [Cl-].[Na+].[C:3]([O:6][CH2:7]C)(=[O:5])C.[O:9]1[CH2:13][CH2:12][CH2:11][CH2:10]1. (7) Given the product [O:3]1[CH2:4][CH2:5][CH2:6][O:1][CH:2]1[C:7]1[S:11][C:10]([C:12]([N:40]([CH2:41][CH3:42])[CH2:38][CH3:39])=[O:14])=[CH:9][C:8]=1[F:15], predict the reactants needed to synthesize it. The reactants are: [O:1]1[CH2:6][CH2:5][CH2:4][O:3][CH:2]1[C:7]1[S:11][C:10]([C:12]([OH:14])=O)=[CH:9][C:8]=1[F:15].CN(C(ON1N=NC2C=CC=CC1=2)=[N+](C)C)C.[B-](F)(F)(F)F.[CH2:38]([NH:40][CH2:41][CH3:42])[CH3:39].CCN(C(C)C)C(C)C. (8) Given the product [Br:1][C:2]1[CH:3]=[CH:4][C:5]([C:8]([CH3:11])([CH2:12][OH:13])[C:9]#[N:10])=[CH:6][CH:7]=1, predict the reactants needed to synthesize it. The reactants are: [Br:1][C:2]1[CH:7]=[CH:6][C:5]([CH:8]([CH3:11])[C:9]#[N:10])=[CH:4][CH:3]=1.[CH2:12]=[O:13]. (9) The reactants are: O[Li].[OH2:3].[NH:4]1[C:14]2[C:9](=[CH:10][CH:11]=[CH:12][CH:13]=2)[C:7](=O)[C:5]1=[O:6].C(O[CH2:19][C:20]([C:22]1[CH:27]=[CH:26][CH:25]=[CH:24][CH:23]=1)=O)(=O)C.Cl.[OH2:29]. Given the product [OH:3][C:19]1[C:20]([C:22]2[CH:27]=[CH:26][CH:25]=[CH:24][CH:23]=2)=[N:4][C:14]2[C:9]([C:7]=1[C:5]([OH:6])=[O:29])=[CH:10][CH:11]=[CH:12][CH:13]=2, predict the reactants needed to synthesize it. (10) Given the product [CH3:20][C:5]1([CH:9]2[NH:15][C:14](=[O:16])[CH2:13][CH2:12][CH2:11][CH2:10]2)[CH:6]=[CH:7][CH:8]=[C:3]([O:2][CH3:1])[CH2:4]1, predict the reactants needed to synthesize it. The reactants are: [CH3:1][O:2][C:3]1[CH:4]=[C:5]([CH:9]2[NH:15][C:14](=[O:16])[CH2:13][CH2:12][CH2:11][CH2:10]2)[CH:6]=[CH:7][CH:8]=1.[H-].[Na+].I[CH3:20].